Dataset: Peptide-MHC class I binding affinity with 185,985 pairs from IEDB/IMGT. Task: Regression. Given a peptide amino acid sequence and an MHC pseudo amino acid sequence, predict their binding affinity value. This is MHC class I binding data. (1) The peptide sequence is LLKICIKYF. The MHC is HLA-B15:01 with pseudo-sequence HLA-B15:01. The binding affinity (normalized) is 0.209. (2) The peptide sequence is MEIKYQGV. The MHC is H-2-Kb with pseudo-sequence H-2-Kb. The binding affinity (normalized) is 0.198. (3) The peptide sequence is TPVEHGLVL. The MHC is HLA-B46:01 with pseudo-sequence HLA-B46:01. The binding affinity (normalized) is 0.0847.